This data is from Reaction yield outcomes from USPTO patents with 853,638 reactions. The task is: Predict the reaction yield, written as a fraction of the theoretical maximum amount of product (1.0 means a 100% yield; for example, 0.34 means a 34% yield). (1) The reactants are [CH2:1]([S:3]([N:6]1[CH2:11][CH2:10][CH:9]([C:12]2[C:20]3[C:15](=[C:16]([C:28]([NH2:30])=[O:29])[CH:17]=[C:18]([C:21]4[CH:25]=[C:24]([CH:26]=O)[S:23][CH:22]=4)[CH:19]=3)[NH:14][CH:13]=2)[CH2:8][CH2:7]1)(=[O:5])=[O:4])[CH3:2].C[N:32]1[CH2:36][CH2:35][CH2:34][C@@H:33]1[CH3:37].C(O[BH-](OC(=O)C)OC(=O)C)(=O)C.[Na+]. The catalyst is CS(C)=O.C(O)(=O)C. The product is [CH2:1]([S:3]([N:6]1[CH2:11][CH2:10][CH:9]([C:12]2[C:20]3[C:15](=[C:16]([C:28]([NH2:30])=[O:29])[CH:17]=[C:18]([C:21]4[CH:25]=[C:24]([CH2:26][N:32]5[CH2:36][CH2:35][CH2:34][C@@H:33]5[CH3:37])[S:23][CH:22]=4)[CH:19]=3)[NH:14][CH:13]=2)[CH2:8][CH2:7]1)(=[O:4])=[O:5])[CH3:2]. The yield is 0.173. (2) The reactants are [Br:1][C:2]1[CH:3]=[CH:4][C:5](F)=[C:6]([N+:8]([O-:10])=[O:9])[CH:7]=1.[NH2:12][CH2:13][CH2:14][N:15]1[CH2:20][CH2:19][O:18][CH2:17][CH2:16]1. The catalyst is C1COCC1. The product is [Br:1][C:2]1[CH:3]=[CH:4][C:5]([NH:12][CH2:13][CH2:14][N:15]2[CH2:20][CH2:19][O:18][CH2:17][CH2:16]2)=[C:6]([N+:8]([O-:10])=[O:9])[CH:7]=1. The yield is 1.00. (3) The reactants are [NH2:1][C:2]1[C:3]([NH:12][CH2:13][CH:14]([O:17][CH3:18])[O:15][CH3:16])=[C:4]([CH:9]=[CH:10][CH:11]=1)[C:5]([O:7][CH3:8])=[O:6].CO[C:21]([C:26]1[CH:31]=[CH:30][CH:29]=[CH:28][CH:27]=1)(OC)OC. The catalyst is C(O)(=O)C. The product is [CH3:16][O:15][CH:14]([O:17][CH3:18])[CH2:13][N:12]1[C:3]2[C:4]([C:5]([O:7][CH3:8])=[O:6])=[CH:9][CH:10]=[CH:11][C:2]=2[N:1]=[C:21]1[C:26]1[CH:31]=[CH:30][CH:29]=[CH:28][CH:27]=1. The yield is 0.830. (4) The reactants are [CH:1]1([C:4]([N:6]2[CH2:10][CH2:9][C@@H:8]([CH2:11][NH:12][C:13]3[CH:20]=[CH:19][C:16]([C:17]#[N:18])=[CH:15][C:14]=3[N+:21]([O-])=O)[CH2:7]2)=[O:5])[CH2:3][CH2:2]1. The catalyst is C(O)C.[Pd]. The product is [NH2:21][C:14]1[CH:15]=[C:16]([CH:19]=[CH:20][C:13]=1[NH:12][CH2:11][C@@H:8]1[CH2:9][CH2:10][N:6]([C:4]([CH:1]2[CH2:3][CH2:2]2)=[O:5])[CH2:7]1)[C:17]#[N:18]. The yield is 0.870. (5) The reactants are [Br:1]Br.[S:3]1[CH:7]=[CH:6][N:5]=[C:4]1[C:8](=[O:10])[CH3:9]. The catalyst is CC(O)=O. The product is [Br:1][CH2:9][C:8]([C:4]1[S:3][CH:7]=[CH:6][N:5]=1)=[O:10]. The yield is 1.00. (6) The reactants are [F:1][C:2]([CH3:34])([CH3:33])[CH2:3][CH2:4][CH:5]([CH2:9][CH:10]([OH:32])[CH:11]([NH:19][C:20]([C:22]1[CH:31]=[N:30][C:29]2[C:24](=[CH:25][CH:26]=[CH:27][CH:28]=2)[N:23]=1)=[O:21])[CH2:12][C:13]1[CH:18]=[CH:17][CH:16]=[CH:15][CH:14]=1)[C:6]([OH:8])=[O:7].[Si:35](Cl)([C:38]([CH3:41])([CH3:40])[CH3:39])([CH3:37])[CH3:36].N1C=CN=C1. The catalyst is CN(C)C=O. The product is [C:38]([Si:35]([CH3:37])([CH3:36])[O:32][CH:10]([CH:11]([NH:19][C:20]([C:22]1[CH:31]=[N:30][C:29]2[C:24](=[CH:25][CH:26]=[CH:27][CH:28]=2)[N:23]=1)=[O:21])[CH2:12][C:13]1[CH:18]=[CH:17][CH:16]=[CH:15][CH:14]=1)[CH2:9][CH:5]([CH2:4][CH2:3][C:2]([F:1])([CH3:34])[CH3:33])[C:6]([OH:8])=[O:7])([CH3:41])([CH3:40])[CH3:39]. The yield is 0.390. (7) The reactants are [OH:1][NH:2][C:3]([C:5]1[CH:32]=[CH:31][C:8]([O:9][C:10]([C:12]2([C:18]3[CH:30]=[CH:29][C:21]([C:22]([O:24]C(C)(C)C)=[O:23])=[CH:20][CH:19]=3)[CH2:17][CH2:16][CH2:15][CH2:14][CH2:13]2)=[O:11])=[CH:7][CH:6]=1)=[O:4].ClCCl.FC(F)(F)C(O)=O. The catalyst is C(OCC)(=O)C. The product is [OH:1][NH:2][C:3]([C:5]1[CH:6]=[CH:7][C:8]([O:9][C:10]([C:12]2([C:18]3[CH:19]=[CH:20][C:21]([C:22]([OH:24])=[O:23])=[CH:29][CH:30]=3)[CH2:13][CH2:14][CH2:15][CH2:16][CH2:17]2)=[O:11])=[CH:31][CH:32]=1)=[O:4]. The yield is 0.480. (8) The reactants are [F:1][C:2]1[CH:7]=[C:6]([S:8]([CH3:11])(=[O:10])=[O:9])[CH:5]=[CH:4][C:3]=1[NH:12][C@H:13]1[CH2:17][CH2:16][N:15]([CH:18]2[CH2:23][CH2:22][NH:21][CH2:20][CH2:19]2)[C:14]1=[O:24].C(N(C(C)C)C(C)C)C.[Cl:34][C:35]1[C:36](Cl)=[N:37][CH:38]=[C:39]([CH:44]=1)[C:40]([O:42][CH3:43])=[O:41]. The catalyst is CN(C=O)C.CCOC(C)=O. The product is [Cl:34][C:35]1[C:36]([N:21]2[CH2:22][CH2:23][CH:18]([N:15]3[CH2:16][CH2:17][C@H:13]([NH:12][C:3]4[CH:4]=[CH:5][C:6]([S:8]([CH3:11])(=[O:10])=[O:9])=[CH:7][C:2]=4[F:1])[C:14]3=[O:24])[CH2:19][CH2:20]2)=[N:37][CH:38]=[C:39]([CH:44]=1)[C:40]([O:42][CH3:43])=[O:41]. The yield is 0.470. (9) The reactants are [F:1][C:2]1[CH:7]=[CH:6][C:5]([N:8]2[CH2:14][CH2:13][CH2:12][CH2:11][CH2:10][C:9]2=[O:15])=[CH:4][CH:3]=1.C[Si]([N-][Si](C)(C)C)(C)C.[Li+].[C:26]1([Se:32]Cl)[CH:31]=[CH:30][CH:29]=[CH:28][CH:27]=1. No catalyst specified. The product is [F:1][C:2]1[CH:7]=[CH:6][C:5]([N:8]2[CH2:14][CH2:13][CH2:12][CH2:11][CH:10]([Se:32][C:26]3[CH:31]=[CH:30][CH:29]=[CH:28][CH:27]=3)[C:9]2=[O:15])=[CH:4][CH:3]=1. The yield is 1.00.